This data is from Peptide-MHC class II binding affinity with 134,281 pairs from IEDB. The task is: Regression. Given a peptide amino acid sequence and an MHC pseudo amino acid sequence, predict their binding affinity value. This is MHC class II binding data. (1) The peptide sequence is LPKPPKPVSKMRMATPLLMQALPM. The MHC is DRB1_0701 with pseudo-sequence DRB1_0701. The binding affinity (normalized) is 0.659. (2) The peptide sequence is LFLHLVGFPTHRHIQ. The MHC is DRB1_0101 with pseudo-sequence DRB1_0101. The binding affinity (normalized) is 1.00. (3) The peptide sequence is PGDSLAEVELRQHGS. The MHC is DRB1_0101 with pseudo-sequence DRB1_0101. The binding affinity (normalized) is 0.315. (4) The peptide sequence is YFVGKMYFNLIDTKCYKL. The MHC is DRB1_1301 with pseudo-sequence DRB1_1301. The binding affinity (normalized) is 0.401. (5) The peptide sequence is YDKFLANVYTVLTGK. The MHC is DRB1_1602 with pseudo-sequence DRB1_1602. The binding affinity (normalized) is 0.651. (6) The peptide sequence is RDGHEKPMNVQSLGW. The MHC is DRB4_0103 with pseudo-sequence DRB4_0103. The binding affinity (normalized) is 0.241. (7) The peptide sequence is INAIFEENEVDISVV. The binding affinity (normalized) is 0.432. The MHC is DRB1_0901 with pseudo-sequence DRB1_0901.